From a dataset of Full USPTO retrosynthesis dataset with 1.9M reactions from patents (1976-2016). Predict the reactants needed to synthesize the given product. (1) The reactants are: [N:1]1[CH:2]=[CH:3][N:4]2[CH:9]=[CH:8][CH:7]=[C:6]([C:10]([OH:12])=O)[C:5]=12.Cl.[F:14][C:15]1[CH:28]=[C:27]([F:29])[CH:26]=[CH:25][C:16]=1[CH2:17][CH2:18][N:19]1[CH2:24][CH2:23][NH:22][CH2:21][CH2:20]1.C(N(CC)CC)C. Given the product [F:14][C:15]1[CH:28]=[C:27]([F:29])[CH:26]=[CH:25][C:16]=1[CH2:17][CH2:18][N:19]1[CH2:24][CH2:23][N:22]([C:10]([C:6]2[C:5]3[N:4]([CH:3]=[CH:2][N:1]=3)[CH:9]=[CH:8][CH:7]=2)=[O:12])[CH2:21][CH2:20]1, predict the reactants needed to synthesize it. (2) The reactants are: [C:1]([O:5][C:6]([N:8]1[CH2:11][CH:10]([CH:12]=O)[CH2:9]1)=[O:7])([CH3:4])([CH3:3])[CH3:2].[CH3:14][C:15]([S:18]([NH2:20])=[O:19])([CH3:17])[CH3:16]. Given the product [C:1]([O:5][C:6]([N:8]1[CH2:11][CH:10](/[CH:12]=[N:20]/[S:18]([C:15]([CH3:17])([CH3:16])[CH3:14])=[O:19])[CH2:9]1)=[O:7])([CH3:4])([CH3:3])[CH3:2], predict the reactants needed to synthesize it. (3) Given the product [CH:4]12[CH2:3][CH:1]([CH:6]=[CH:5]1)[N:7]([C:18]([O:20][CH2:21][C:22]1[CH:27]=[CH:26][CH:25]=[CH:24][CH:23]=1)=[O:19])[O:8]2, predict the reactants needed to synthesize it. The reactants are: [C:1]1(=[N:7][OH:8])[CH2:6][CH2:5][CH2:4][CH2:3]C1.ClCl.C([O-])([O-])=O.[Na+].[Na+].Cl[C:18]([O:20][CH2:21][C:22]1[CH:27]=[CH:26][CH:25]=[CH:24][CH:23]=1)=[O:19].C1CC=CC=1. (4) The reactants are: [CH3:1][S:2][C:3]1[N:8]=[C:7]([C:9]2[NH:13][N:12]=[C:11]([C:14]([OH:16])=O)[CH:10]=2)[CH:6]=[CH:5][N:4]=1.[O:17]1[CH2:22][CH2:21][CH2:20][CH2:19][CH:18]1[O:23][NH2:24].CCN=C=NCCCN(C)C.Cl.C1C=CC2N(O)N=NC=2C=1.CCN(C(C)C)C(C)C.[NH4+].[Cl-].C([O-])(O)=O.[Na+]. Given the product [CH3:1][S:2][C:3]1[N:8]=[C:7]([C:9]2[NH:13][N:12]=[C:11]([C:14]([NH:24][O:23][CH:18]3[CH2:19][CH2:20][CH2:21][CH2:22][O:17]3)=[O:16])[CH:10]=2)[CH:6]=[CH:5][N:4]=1, predict the reactants needed to synthesize it. (5) Given the product [CH:1]1([CH2:6][C@@H:7]([C:8]([NH:39][NH:38][C:35]2[C:36]([F:37])=[C:31]([N:26]3[CH2:27][CH2:28][N:29]([CH3:30])[C@H:24]([CH3:23])[CH2:25]3)[N:32]=[C:33]([CH3:40])[N:34]=2)=[O:10])[CH2:11][N:12]([O:13][CH2:14][C:15]2[CH:20]=[CH:19][CH:18]=[CH:17][CH:16]=2)[CH:21]=[O:22])[CH2:2][CH2:3][CH2:4][CH2:5]1, predict the reactants needed to synthesize it. The reactants are: [CH:1]1([CH2:6][C@H:7]([CH2:11][N:12]([CH:21]=[O:22])[O:13][CH2:14][C:15]2[CH:20]=[CH:19][CH:18]=[CH:17][CH:16]=2)[C:8]([OH:10])=O)[CH2:5][CH2:4][CH2:3][CH2:2]1.[CH3:23][C@H:24]1[N:29]([CH3:30])[CH2:28][CH2:27][N:26]([C:31]2[C:36]([F:37])=[C:35]([NH:38][NH2:39])[N:34]=[C:33]([CH3:40])[N:32]=2)[CH2:25]1.CN1CCOCC1.C1C=NC2N(O)N=NC=2C=1.C(Cl)CCl. (6) Given the product [F:1][C:2]1[CH:3]=[C:4]([C:30]([OH:32])([CH3:33])[CH3:31])[CH:5]=[CH:6][C:7]=1[N:8]1[CH2:9][CH2:10][N:11]([C:14]([C:15]2[CH:20]=[C:19]([S:21]([CH3:24])(=[O:23])=[O:22])[CH:18]=[CH:17][C:16]=2[O:25][CH:26]([CH3:28])[CH3:27])=[O:29])[CH2:12][CH2:13]1, predict the reactants needed to synthesize it. The reactants are: [F:1][C:2]1[CH:3]=[C:4]([C:30](=[O:32])[CH3:31])[CH:5]=[CH:6][C:7]=1[N:8]1[CH2:13][CH2:12][N:11]([C:14](=[O:29])[C:15]2[CH:20]=[C:19]([S:21]([CH3:24])(=[O:23])=[O:22])[CH:18]=[CH:17][C:16]=2[O:25][CH:26]([CH3:28])[CH3:27])[CH2:10][CH2:9]1.[CH3:33][Li]. (7) Given the product [NH2:1][C:2]1[N:7]=[C:6]([C:8]2[S:12][C:11]3[CH:13]=[CH:14][C:15]([CH2:17][C:18]4[CH:19]=[C:20]([C:21]([N:23]5[CH2:24][CH2:29][N:41]([CH3:40])[CH2:42][CH2:43]5)=[O:22])[CH:36]=[CH:37][CH:38]=4)=[CH:16][C:10]=3[C:9]=2[CH3:39])[CH:5]=[CH:4][N:3]=1, predict the reactants needed to synthesize it. The reactants are: [NH2:1][C:2]1[N:7]=[C:6]([C:8]2[S:12][C:11]3[CH:13]=[CH:14][C:15]([CH2:17][C:18]4[CH:19]=[C:20]([CH:36]=[CH:37][CH:38]=4)[C:21]([NH:23][C:24]4[CH:29]=CC(N5CCOCC5)=CC=4)=[O:22])=[CH:16][C:10]=3[C:9]=2[CH3:39])[CH:5]=[CH:4][N:3]=1.[CH3:40][N:41]1CCN[CH2:43][CH2:42]1.O1CCN(C2C=CC(N)=CC=2)CC1. (8) Given the product [O:1]1[C:5]2([CH2:6][CH2:7][CH:8]([CH:11]3[CH2:16][CH2:15][C:14]([C:20]([F:23])([F:22])[F:21])([OH:17])[CH2:13][CH2:12]3)[CH2:9][CH2:10]2)[O:4][CH2:3][CH2:2]1, predict the reactants needed to synthesize it. The reactants are: [O:1]1[C:5]2([CH2:10][CH2:9][CH:8]([CH:11]3[CH2:16][CH2:15][C:14](=[O:17])[CH2:13][CH2:12]3)[CH2:7][CH2:6]2)[O:4][CH2:3][CH2:2]1.C[Si](C)(C)[C:20]([F:23])([F:22])[F:21].[F-].C([N+](CCCC)(CCCC)CCCC)CCC.Cl.